Dataset: Forward reaction prediction with 1.9M reactions from USPTO patents (1976-2016). Task: Predict the product of the given reaction. (1) Given the reactants [N:1]1([C:11]2[CH:16]=[CH:15][C:14]([C:17]3[C:18]([C:23]#[N:24])=[CH:19][CH:20]=[CH:21][CH:22]=3)=[CH:13][C:12]=2[N+:25]([O-:27])=[O:26])[C:10]2[C:5](=[CH:6][CH:7]=[CH:8][CH:9]=2)[CH2:4][CH2:3][CH2:2]1.[N:28]([Sn](CCCC)(CCCC)CCCC)=[N+:29]=[N-:30], predict the reaction product. The product is: [N+:25]([C:12]1[CH:13]=[C:14]([C:17]2[CH:22]=[CH:21][CH:20]=[CH:19][C:18]=2[C:23]2[NH:30][N:29]=[N:28][N:24]=2)[CH:15]=[CH:16][C:11]=1[N:1]1[C:10]2[C:5](=[CH:6][CH:7]=[CH:8][CH:9]=2)[CH2:4][CH2:3][CH2:2]1)([O-:27])=[O:26]. (2) Given the reactants [Cl:1][C:2]1[CH:7]=[C:6]([Cl:8])[CH:5]=[CH:4][C:3]=1[OH:9].[H-].[Na+].C([C:14]1(Br)[CH:18]([CH3:19])[O:17][C:15]1=[O:16])C, predict the reaction product. The product is: [Cl:1][C:2]1[CH:7]=[C:6]([Cl:8])[CH:5]=[CH:4][C:3]=1[O:9][CH:14]1[CH2:18][CH2:19][O:17][C:15]1=[O:16]. (3) Given the reactants [C:1]([C:3]1[CH:8]=[CH:7][C:6]([CH:9]2[C:14]([C:15]([O:17]CC=C)=[O:16])=[C:13]([CH3:21])[N:12]([C:22]3[CH:27]=[CH:26][CH:25]=[C:24]([C:28]([F:31])([F:30])[F:29])[CH:23]=3)[C:11](=[O:32])[NH:10]2)=[C:5]([N+:33]([O-:35])=[O:34])[CH:4]=1)#[N:2].N1CCOCC1, predict the reaction product. The product is: [C:1]([C:3]1[CH:8]=[CH:7][C:6]([CH:9]2[C:14]([C:15]([OH:17])=[O:16])=[C:13]([CH3:21])[N:12]([C:22]3[CH:27]=[CH:26][CH:25]=[C:24]([C:28]([F:31])([F:29])[F:30])[CH:23]=3)[C:11](=[O:32])[NH:10]2)=[C:5]([N+:33]([O-:35])=[O:34])[CH:4]=1)#[N:2]. (4) Given the reactants [C:1]([O:4][CH2:5][CH2:6][CH2:7][NH:8][C:9]([NH:11][C:12]1[S:16][N:15]=[C:14]([C:17]2[CH:22]=[CH:21][C:20]([N+:23]([O-])=O)=[CH:19][CH:18]=2)[C:13]=1[C:26]([NH2:28])=[O:27])=[O:10])(=[O:3])[CH3:2], predict the reaction product. The product is: [C:1]([O:4][CH2:5][CH2:6][CH2:7][NH:8][C:9]([NH:11][C:12]1[S:16][N:15]=[C:14]([C:17]2[CH:18]=[CH:19][C:20]([NH2:23])=[CH:21][CH:22]=2)[C:13]=1[C:26]([NH2:28])=[O:27])=[O:10])(=[O:3])[CH3:2].